This data is from Forward reaction prediction with 1.9M reactions from USPTO patents (1976-2016). The task is: Predict the product of the given reaction. (1) Given the reactants Cl.[Cl:2][C:3]1[CH:8]=[CH:7][C:6]([NH:9][NH2:10])=[CH:5][CH:4]=1.[CH3:11][C:12]([CH3:19])([CH3:18])[C:13](=O)[CH2:14][C:15]#[N:16], predict the reaction product. The product is: [C:12]([C:13]1[CH:14]=[C:15]([NH2:16])[N:9]([C:6]2[CH:7]=[CH:8][C:3]([Cl:2])=[CH:4][CH:5]=2)[N:10]=1)([CH3:19])([CH3:18])[CH3:11]. (2) Given the reactants Cl.[F:2][C:3]1[CH:8]=[CH:7][C:6]([NH:9][C:10]2[C:15]([NH:16][NH2:17])=[N:14][C:13]3=[N:18][O:19][N:20]=[C:12]3[N:11]=2)=[CH:5][CH:4]=1.[Cl:21][C:22]1[CH:27]=[CH:26][C:25]([C:28]2[O:32][C:31]([CH:33]=O)=[CH:30][CH:29]=2)=[CH:24][CH:23]=1, predict the reaction product. The product is: [Cl:21][C:22]1[CH:23]=[CH:24][C:25]([C:28]2[O:32][C:31]([CH:33]=[N:17][NH:16][C:15]3[C:10]([NH:9][C:6]4[CH:7]=[CH:8][C:3]([F:2])=[CH:4][CH:5]=4)=[N:11][C:12]4[C:13](=[N:18][O:19][N:20]=4)[N:14]=3)=[CH:30][CH:29]=2)=[CH:26][CH:27]=1. (3) Given the reactants C([O:5][C:6](=[O:40])[CH2:7][O:8][C:9]1[C:14]2[CH2:15][CH2:16][CH2:17][CH2:18][CH:19]([NH:20][S:21]([C:24]3[CH:29]=[CH:28][C:27]([C:30]4[CH:35]=[CH:34][CH:33]=[C:32]([C:36]([F:39])([F:38])[F:37])[CH:31]=4)=[CH:26][N:25]=3)(=[O:23])=[O:22])[C:13]=2[CH:12]=[CH:11][CH:10]=1)(C)(C)C.[OH-].[Na+], predict the reaction product. The product is: [F:39][C:36]([F:37])([F:38])[C:32]1[CH:31]=[C:30]([C:27]2[CH:28]=[CH:29][C:24]([S:21]([NH:20][CH:19]3[C:13]4[CH:12]=[CH:11][CH:10]=[C:9]([O:8][CH2:7][C:6]([OH:40])=[O:5])[C:14]=4[CH2:15][CH2:16][CH2:17][CH2:18]3)(=[O:23])=[O:22])=[N:25][CH:26]=2)[CH:35]=[CH:34][CH:33]=1. (4) The product is: [F:16][C:13]1[CH:14]=[CH:15][C:7]([CH:4]2[CH2:5][CH2:6][O:1][CH2:2][CH2:3]2)=[C:8]2[C:12]=1[C:11](=[O:17])[CH2:10][CH2:9]2. Given the reactants [O:1]1[CH2:6][CH:5]=[C:4]([C:7]2[CH:15]=[CH:14][C:13]([F:16])=[C:12]3[C:8]=2[CH2:9][CH2:10][C:11]3=[O:17])[CH2:3][CH2:2]1, predict the reaction product. (5) The product is: [Br:1][C:2]1[C:3]2[N:4]([CH:16]=[CH:17][N:14]=2)[N:5]=[C:6]([C:8]2[CH:13]=[CH:12][CH:11]=[CH:10][CH:9]=2)[CH:7]=1. Given the reactants [Br:1][C:2]1[CH:7]=[C:6]([C:8]2[CH:13]=[CH:12][CH:11]=[CH:10][CH:9]=2)[N:5]=[N:4][C:3]=1[NH2:14].Cl[CH2:16][CH:17](OCC)OCC.CC1C=CC(S(O)(=O)=O)=CC=1, predict the reaction product. (6) The product is: [Cl:21][C:16]1[N:15]=[N:14][C:13]([NH:12][S:9]([C:4]2[CH:5]=[C:28]([F:30])[CH:27]=[C:2]([C:7]#[N:6])[CH:3]=2)(=[O:11])=[O:10])=[C:18]([O:19][CH3:20])[CH:17]=1. Given the reactants Br[C:2]1[CH:3]=[C:4]([S:9]([NH:12][C:13]2[N:14]=[N:15][C:16]([Cl:21])=[CH:17][C:18]=2[O:19][CH3:20])(=[O:11])=[O:10])[CH:5]=[N:6][C:7]=1Cl.C(C1C=C(S(Cl)(=O)=O)[CH:27]=[C:28]([F:30])C=1)#N.BrC1C=C(S(Cl)(=O)=O)C=NC=1Cl, predict the reaction product.